Dataset: Full USPTO retrosynthesis dataset with 1.9M reactions from patents (1976-2016). Task: Predict the reactants needed to synthesize the given product. Given the product [OH:1][C:2]1[C:3]([C:17](=[N:21][NH:20][C:22]([NH:24][C:25]2[CH:33]=[CH:32][C:28]([C:29]([OH:31])=[O:30])=[CH:27][CH:26]=2)=[S:23])[CH3:18])=[N:4][N:5]([CH3:16])[C:6]=1[C:7]1[CH:12]=[CH:11][C:10]([CH:13]([CH3:15])[CH3:14])=[CH:9][CH:8]=1, predict the reactants needed to synthesize it. The reactants are: [OH:1][C:2]1[C:3]([C:17](=O)[CH3:18])=[N:4][N:5]([CH3:16])[C:6]=1[C:7]1[CH:12]=[CH:11][C:10]([CH:13]([CH3:15])[CH3:14])=[CH:9][CH:8]=1.[NH:20]([C:22]([NH:24][C:25]1[CH:33]=[CH:32][C:28]([C:29]([OH:31])=[O:30])=[CH:27][CH:26]=1)=[S:23])[NH2:21].CN(C)C=O.